This data is from Forward reaction prediction with 1.9M reactions from USPTO patents (1976-2016). The task is: Predict the product of the given reaction. Given the reactants [H-].[Na+].[CH2:3]([O:5][C:6](=[O:19])[CH2:7][C:8](=[O:18])[CH:9]1[CH2:14][CH2:13][CH:12]([CH2:15][CH2:16][CH3:17])[CH2:11][CH2:10]1)[CH3:4].Br[CH2:21][C:22]([C:24]1[CH:29]=[CH:28][CH:27]=[CH:26][CH:25]=1)=[O:23], predict the reaction product. The product is: [CH2:3]([O:5][C:6](=[O:19])[CH:7]([C:8]([CH:9]1[CH2:10][CH2:11][CH:12]([CH2:15][CH2:16][CH3:17])[CH2:13][CH2:14]1)=[O:18])[CH2:21][C:22](=[O:23])[C:24]1[CH:29]=[CH:28][CH:27]=[CH:26][CH:25]=1)[CH3:4].